Dataset: hERG potassium channel inhibition data for cardiac toxicity prediction from Karim et al.. Task: Regression/Classification. Given a drug SMILES string, predict its toxicity properties. Task type varies by dataset: regression for continuous values (e.g., LD50, hERG inhibition percentage) or binary classification for toxic/non-toxic outcomes (e.g., AMES mutagenicity, cardiotoxicity, hepatotoxicity). Dataset: herg_karim. (1) The molecule is Cl.O=C1N[C@H](C(=O)O)Cc2cn(cn2)C/C=C/COc2ccc(Cl)c1c2. The result is 0 (non-blocker). (2) The molecule is CCN(CC)C(=O)c1ccc(C2=CC3(CCNCC3)Oc3ccccc32)s1. The result is 1 (blocker). (3) The molecule is CN[C@H]1CC[C@@H](N2CCc3ccc(N=C(N)c4cccs4)cc32)CC1. The result is 0 (non-blocker). (4) The compound is O=c1ccc2ncc(F)c3c2n1C[C@@]3(O)CC12CCC(NCc3c(Cl)cc4c(c3Cl)OCCO4)(CC1)CO2. The result is 0 (non-blocker). (5) The molecule is Cc1nc2ccccc2n1-c1ccc(C(=O)N(C)[C@@H]2CCN(C3CCCCC3)C2)cc1. The result is 1 (blocker).